From a dataset of Catalyst prediction with 721,799 reactions and 888 catalyst types from USPTO. Predict which catalyst facilitates the given reaction. (1) Reactant: [CH3:1][O:2][C:3]1[N:8]=[C:7]([O:9][CH3:10])[C:6]([N:11](C(OC(C)(C)C)=O)[NH:12]C(OC(C)(C)C)=O)=[CH:5][N:4]=1.Cl.O1CCOCC1. Product: [NH:11]([C:6]1[C:7]([O:9][CH3:10])=[N:8][C:3]([O:2][CH3:1])=[N:4][CH:5]=1)[NH2:12]. The catalyst class is: 5. (2) Reactant: [CH:1]1([CH2:7][N:8]2[C:12]([C:13]3[CH:18]=[C:17]([C:19]([CH3:22])([CH3:21])[CH3:20])[CH:16]=[C:15]([C:23]([CH3:26])([CH3:25])[CH3:24])[CH:14]=3)=[CH:11][C:10]([S:27](O)(=[O:29])=[O:28])=[C:9]2[CH3:31])[CH2:6][CH2:5][CH2:4][CH2:3][CH2:2]1.C(Cl)(C([Cl:36])=O)=O. Product: [CH:1]1([CH2:7][N:8]2[C:12]([C:13]3[CH:18]=[C:17]([C:19]([CH3:22])([CH3:21])[CH3:20])[CH:16]=[C:15]([C:23]([CH3:26])([CH3:25])[CH3:24])[CH:14]=3)=[CH:11][C:10]([S:27]([Cl:36])(=[O:29])=[O:28])=[C:9]2[CH3:31])[CH2:6][CH2:5][CH2:4][CH2:3][CH2:2]1. The catalyst class is: 2. (3) Reactant: Br[C:2]1[CH:7]=[CH:6][C:5]([C:8]([CH3:12])([CH3:11])[C:9]#[N:10])=[CH:4][CH:3]=1.[CH3:13][C:14]1([CH3:30])[C:18]([CH3:20])([CH3:19])[O:17][B:16]([B:16]2[O:17][C:18]([CH3:20])([CH3:19])[C:14]([CH3:30])([CH3:13])[O:15]2)[O:15]1.CC([O-])=O.[K+]. Product: [CH3:11][C:8]([C:5]1[CH:6]=[CH:7][C:2]([B:16]2[O:17][C:18]([CH3:20])([CH3:19])[C:14]([CH3:30])([CH3:13])[O:15]2)=[CH:3][CH:4]=1)([CH3:12])[C:9]#[N:10]. The catalyst class is: 75. (4) Reactant: [Cl:1][C:2]1[C:3]([CH3:11])=[C:4]([C:7]([Cl:10])=[CH:8][CH:9]=1)[CH2:5]Br.C[N+]1([O-])CC[O:16]CC1. Product: [Cl:1][C:2]1[C:3]([CH3:11])=[C:4]([C:7]([Cl:10])=[CH:8][CH:9]=1)[CH:5]=[O:16]. The catalyst class is: 10. (5) Reactant: [CH2:1]([N:3]([CH2:20][CH3:21])[CH2:4][CH2:5][NH:6]C(C1C=CC2C(=CC=C(I)C=2)C=1)=O)[CH3:2].[I:22][C:23]1[CH:24]=[C:25]2[C:30](=[CH:31][CH:32]=1)[NH:29][CH:28]=[C:27]([C:33]([O:35]CC)=O)[C:26]2=[O:38].[K+].[Br-].Cl.C(N(CC)CCNC(C1NC2C(C=1)=CC(I)=CC=2)=O)C. Product: [CH2:1]([N:3]([CH2:20][CH3:21])[CH2:4][CH2:5][NH:6][C:33]([C:27]1[C:26](=[O:38])[C:25]2[C:30](=[CH:31][CH:32]=[C:23]([I:22])[CH:24]=2)[NH:29][CH:28]=1)=[O:35])[CH3:2]. The catalyst class is: 429. (6) The catalyst class is: 20. Reactant: [H-].[Na+].[N:3]1[CH:8]=[CH:7][CH:6]=[C:5]([CH2:9][OH:10])[CH:4]=1.Br[CH2:12][C:13]([O:15][C:16]([CH3:19])([CH3:18])[CH3:17])=[O:14].C(=O)(O)[O-].[Na+]. Product: [N:3]1[CH:8]=[CH:7][CH:6]=[C:5]([CH2:9][O:10][CH2:12][C:13]([O:15][C:16]([CH3:19])([CH3:18])[CH3:17])=[O:14])[CH:4]=1.